Dataset: Forward reaction prediction with 1.9M reactions from USPTO patents (1976-2016). Task: Predict the product of the given reaction. (1) Given the reactants [C:1]([O:5][C:6](=[O:36])[NH:7][C:8]1([C:12]2[CH:17]=[CH:16][C:15]([C:18]3[C:27](=[O:28])[C:26]4[C:21](=[CH:22][C:23](Br)=[CH:24][CH:25]=4)[O:20][C:19]=3[C:30]3[CH:35]=[CH:34][CH:33]=[CH:32][CH:31]=3)=[CH:14][CH:13]=2)[CH2:11][CH2:10][CH2:9]1)([CH3:4])([CH3:3])[CH3:2].[NH:37]1[C:41](B(O)O)=[CH:40][CH:39]=[N:38]1.C(=O)([O-])[O-].[Na+].[Na+].O, predict the reaction product. The product is: [C:1]([O:5][C:6](=[O:36])[NH:7][C:8]1([C:12]2[CH:17]=[CH:16][C:15]([C:18]3[C:27](=[O:28])[C:26]4[C:21](=[CH:22][C:23]([C:41]5[NH:37][N:38]=[CH:39][CH:40]=5)=[CH:24][CH:25]=4)[O:20][C:19]=3[C:30]3[CH:35]=[CH:34][CH:33]=[CH:32][CH:31]=3)=[CH:14][CH:13]=2)[CH2:11][CH2:10][CH2:9]1)([CH3:4])([CH3:3])[CH3:2]. (2) Given the reactants [C:1]([C:5]1[CH:9]=[C:8]([CH2:10][NH2:11])[N:7]([C:12]2[CH:17]=[CH:16][CH:15]=[C:14]([Cl:18])[CH:13]=2)[N:6]=1)([CH3:4])([CH3:3])[CH3:2].[C:19]1([NH:25][C:26]([C:28]2[N:33]=[CH:32][C:31]([CH:34]([CH3:38])[C:35](O)=[O:36])=[CH:30][N:29]=2)=[O:27])[CH:24]=[CH:23][CH:22]=[CH:21][CH:20]=1.F[B-](F)(F)F.N1(OC(N(C)C)=[N+](C)C)C2C=CC=CC=2N=N1.C(N(C(C)C)C(C)C)C, predict the reaction product. The product is: [C:1]([C:5]1[CH:9]=[C:8]([CH2:10][NH:11][C:35](=[O:36])[CH:34]([C:31]2[CH:30]=[N:29][C:28]([C:26]([NH:25][C:19]3[CH:20]=[CH:21][CH:22]=[CH:23][CH:24]=3)=[O:27])=[N:33][CH:32]=2)[CH3:38])[N:7]([C:12]2[CH:17]=[CH:16][CH:15]=[C:14]([Cl:18])[CH:13]=2)[N:6]=1)([CH3:4])([CH3:2])[CH3:3]. (3) The product is: [NH2:1][C:2]1[CH:3]=[N:4][N:5]([CH3:23])[C:6]=1[N:7]1[CH2:13][CH2:12][CH:11]([O:14][CH2:15][CH3:27])[CH:10]([NH:16][C:17](=[O:22])[C:18]([F:21])([F:20])[F:19])[CH2:9][CH2:8]1. Given the reactants [NH2:1][C:2]1[CH:3]=[N:4][N:5]([CH3:23])[C:6]=1[N:7]1[CH2:13][CH2:12][CH:11]([O:14][CH3:15])[CH:10]([NH:16][C:17](=[O:22])[C:18]([F:21])([F:20])[F:19])[CH2:9][CH2:8]1.N([CH:27]1CCN(C2N(C)N=CC=2[N+]([O-])=O)CCC1O)=[N+]=[N-].ICC, predict the reaction product.